Task: Regression/Classification. Given a drug SMILES string, predict its toxicity properties. Task type varies by dataset: regression for continuous values (e.g., LD50, hERG inhibition percentage) or binary classification for toxic/non-toxic outcomes (e.g., AMES mutagenicity, cardiotoxicity, hepatotoxicity). Dataset: herg_karim.. Dataset: hERG potassium channel inhibition data for cardiac toxicity prediction from Karim et al. The compound is C[C@]1(O)CC[C@H](Nc2ccc3ncc(-c4cccc(C(F)(F)F)c4)n3n2)CC1. The result is 0 (non-blocker).